This data is from Full USPTO retrosynthesis dataset with 1.9M reactions from patents (1976-2016). The task is: Predict the reactants needed to synthesize the given product. (1) Given the product [Cl:12][C:13]1[CH:18]=[C:17]([Cl:19])[CH:16]=[CH:15][C:14]=1[C:20]([N:22]=[C:23]=[S:24])=[O:21].[Cl:12][C:13]1[CH:18]=[C:17]([Cl:19])[CH:16]=[CH:15][C:14]=1[C:20]([NH:22][C:23]([NH:44][C:43]1[CH:45]=[CH:46][C:40]([O:39][C:30]2[C:29]3[C:34](=[CH:35][C:36]([O:37][CH3:38])=[C:27]([O:26][CH3:25])[CH:28]=3)[N:33]=[CH:32][CH:31]=2)=[C:41]([F:47])[CH:42]=1)=[S:24])=[O:21], predict the reactants needed to synthesize it. The reactants are: ClC1C=C(Cl)C=CC=1C(Cl)=O.[Cl:12][C:13]1[CH:18]=[C:17]([Cl:19])[CH:16]=[CH:15][C:14]=1[C:20]([N:22]=[C:23]=[S:24])=[O:21].[CH3:25][O:26][C:27]1[CH:28]=[C:29]2[C:34](=[CH:35][C:36]=1[O:37][CH3:38])[N:33]=[CH:32][CH:31]=[C:30]2[O:39][C:40]1[CH:46]=[CH:45][C:43]([NH2:44])=[CH:42][C:41]=1[F:47].C1(C)C=CC=CC=1. (2) Given the product [CH3:22][C:10]1[CH:11]=[C:12]([O:15][CH:16]2[CH2:17][CH2:18][O:19][CH2:20][CH2:21]2)[CH:13]=[CH:14][C:9]=1[C:25]1[C:29]2[CH:30]=[C:31]([O:34][CH2:35][C:36]3[CH:41]=[CH:40][C:39]([C@@H:42]([C:49]#[C:50][CH3:51])[CH2:43][C:44]([O:46][CH2:47][CH3:48])=[O:45])=[CH:38][CH:37]=3)[CH:32]=[CH:33][C:28]=2[S:27][CH:26]=1, predict the reactants needed to synthesize it. The reactants are: CC1(C)C(C)(C)OB([C:9]2[CH:14]=[CH:13][C:12]([O:15][CH:16]3[CH2:21][CH2:20][O:19][CH2:18][CH2:17]3)=[CH:11][C:10]=2[CH3:22])O1.Br[C:25]1[C:29]2[CH:30]=[C:31]([O:34][CH2:35][C:36]3[CH:41]=[CH:40][C:39]([C@@H:42]([C:49]#[C:50][CH3:51])[CH2:43][C:44]([O:46][CH2:47][CH3:48])=[O:45])=[CH:38][CH:37]=3)[CH:32]=[CH:33][C:28]=2[S:27][CH:26]=1.C([O-])([O-])=O.[Cs+].[Cs+]. (3) Given the product [CH2:1]([O:8][C:9]([NH:10][C@@H:11]1[CH2:19][CH2:18][CH2:17][C:16]2[N:15]([CH2:20][CH2:21][O:22][S:25]([CH3:24])(=[O:27])=[O:26])[N:14]=[CH:13][C:12]1=2)=[O:23])[C:2]1[CH:7]=[CH:6][CH:5]=[CH:4][CH:3]=1, predict the reactants needed to synthesize it. The reactants are: [CH2:1]([O:8][C:9](=[O:23])[NH:10][C@@H:11]1[CH2:19][CH2:18][CH2:17][C:16]2[N:15]([CH2:20][CH2:21][OH:22])[N:14]=[CH:13][C:12]1=2)[C:2]1[CH:7]=[CH:6][CH:5]=[CH:4][CH:3]=1.[CH3:24][S:25](Cl)(=[O:27])=[O:26]. (4) Given the product [Cl:8][C:5]1[CH:4]=[C:3]2[C:2](=[CH:7][CH:6]=1)[N:1]=[C:22]([CH:18]1[CH2:21][CH2:20][CH2:19]1)[C:23]([C:24]#[N:25])=[C:9]2[C:11]1[CH:16]=[CH:15][CH:14]=[C:13]([Cl:17])[CH:12]=1, predict the reactants needed to synthesize it. The reactants are: [NH2:1][C:2]1[CH:7]=[CH:6][C:5]([Cl:8])=[CH:4][C:3]=1[C:9]([C:11]1[CH:16]=[CH:15][CH:14]=[C:13]([Cl:17])[CH:12]=1)=O.[CH:18]1([C:22](=O)[CH2:23][C:24]#[N:25])[CH2:21][CH2:20][CH2:19]1. (5) Given the product [CH2:22]([O:21][C:19]([CH:18]1[CH:4]2[CH:5]1[CH2:6][O:7][C:8]1[CH:9]=[CH:10][C:11]([C:12](=[O:15])[CH2:13][CH3:14])=[C:2]([OH:1])[C:3]=12)=[O:20])[CH3:23], predict the reactants needed to synthesize it. The reactants are: [OH:1][C:2]1[C:11]([C:12](=[O:15])[CH2:13][CH3:14])=[CH:10][CH:9]=[C:8]2[C:3]=1[CH:4]=[CH:5][CH2:6][O:7]2.[N+](=[CH:18][C:19]([O:21][CH2:22][CH3:23])=[O:20])=[N-]. (6) Given the product [CH2:44]([O:51][C:23](=[O:31])[NH:20][C@H:12]1[CH2:11][CH2:10][C@@H:9]([NH:8][C:6]([O:5][C:1]([CH3:2])([CH3:3])[CH3:4])=[O:7])[CH2:14][CH2:13]1)[C:45]1[CH:50]=[CH:49][CH:48]=[CH:47][CH:46]=1, predict the reactants needed to synthesize it. The reactants are: [C:1]([O:5][C:6]([NH:8][C@@H:9]1[CH2:14][CH2:13][C@H:12](C(O)=O)[CH2:11][CH2:10]1)=[O:7])([CH3:4])([CH3:3])[CH3:2].C([N:20]([CH2:23]C)CC)C.C1([O:31]P(N=[N+]=[N-])(=O)OC2C=CC=CC=2)C=CC=CC=1.[CH2:44]([OH:51])[C:45]1[CH:50]=[CH:49][CH:48]=[CH:47][CH:46]=1. (7) Given the product [S:1]1[C:5]2[CH:6]=[CH:7][CH:8]=[CH:9][C:4]=2[N:3]=[C:2]1[C:10]1[CH:26]=[CH:25][C:13]2[N:14]([CH:19]3[CH2:24][CH2:23][O:22][CH2:21][CH2:20]3)[C:15]([CH2:17][N:36]([CH3:37])[CH3:35])=[N:16][C:12]=2[CH:11]=1, predict the reactants needed to synthesize it. The reactants are: [S:1]1[C:5]2[CH:6]=[CH:7][CH:8]=[CH:9][C:4]=2[N:3]=[C:2]1[C:10]1[CH:26]=[CH:25][C:13]2[N:14]([CH:19]3[CH2:24][CH2:23][O:22][CH2:21][CH2:20]3)[C:15]([CH2:17]O)=[N:16][C:12]=2[CH:11]=1.C(Cl)(=O)C(Cl)=O.[I-].[Na+].[CH3:35][NH:36][CH3:37]. (8) Given the product [CH2:10]([C:3]1[CH:8]=[N:7][CH:6]=[CH:5][N:4]=1)[C:11]1[CH:16]=[CH:15][CH:14]=[CH:13][CH:12]=1, predict the reactants needed to synthesize it. The reactants are: CS[C:3]1[CH:8]=[N:7][CH:6]=[CH:5][N:4]=1.[Br-].[CH2:10]([Zn+])[C:11]1[CH:16]=[CH:15][CH:14]=[CH:13][CH:12]=1.